This data is from Reaction yield outcomes from USPTO patents with 853,638 reactions. The task is: Predict the reaction yield, written as a fraction of the theoretical maximum amount of product (1.0 means a 100% yield; for example, 0.34 means a 34% yield). The reactants are COC1C=CC(P2(SP(C3C=CC(OC)=CC=3)(=S)S2)=[S:10])=CC=1.[N:23]1([C:29]2[CH:34]=[CH:33][C:32]([C:35]([F:38])([F:37])[F:36])=[CH:31][C:30]=2[NH:39][C:40](=O)[C:41]2[CH:46]=[CH:45][N:44]=[CH:43][CH:42]=2)[CH2:28][CH2:27][CH2:26][CH2:25][CH2:24]1.[OH-].[Na+]. The catalyst is C1(C)C=CC=CC=1. The product is [N:23]1([C:29]2[CH:34]=[CH:33][C:32]([C:35]([F:38])([F:37])[F:36])=[CH:31][C:30]=2[NH:39][C:40](=[S:10])[C:41]2[CH:46]=[CH:45][N:44]=[CH:43][CH:42]=2)[CH2:28][CH2:27][CH2:26][CH2:25][CH2:24]1. The yield is 0.337.